Task: Regression. Given a peptide amino acid sequence and an MHC pseudo amino acid sequence, predict their binding affinity value. This is MHC class II binding data.. Dataset: Peptide-MHC class II binding affinity with 134,281 pairs from IEDB The peptide sequence is DAMPGVLSYVIGLLP. The MHC is DRB1_0101 with pseudo-sequence DRB1_0101. The binding affinity (normalized) is 0.585.